From a dataset of Forward reaction prediction with 1.9M reactions from USPTO patents (1976-2016). Predict the product of the given reaction. (1) Given the reactants [Cl:1][C:2]1[C:3]([O:13][C:14]2[CH:23]=[CH:22][C:17]3[B:18]([OH:21])[O:19][CH2:20][C:16]=3[CH:15]=2)=[N:4][CH:5]=[C:6]([CH:12]=1)[C:7]([O:9]CC)=[O:8].[OH-].[Na+].Cl.CCOC(C)=O, predict the reaction product. The product is: [Cl:1][C:2]1[C:3]([O:13][C:14]2[CH:23]=[CH:22][C:17]3[B:18]([OH:21])[O:19][CH2:20][C:16]=3[CH:15]=2)=[N:4][CH:5]=[C:6]([CH:12]=1)[C:7]([OH:9])=[O:8]. (2) Given the reactants C(OC([NH:8][CH2:9][CH2:10][CH2:11][CH2:12][C@H:13]([NH:18][C:19]([C:21]1[C:22](=[O:40])[N:23]([CH:27]([C:34]2[CH:39]=[CH:38][CH:37]=[CH:36][CH:35]=2)[C:28]2[CH:33]=[CH:32][CH:31]=[CH:30][CH:29]=2)[CH:24]=[CH:25][CH:26]=1)=[O:20])[C:14]([O:16][CH3:17])=[O:15])=O)(C)(C)C.[C:41]([OH:47])([C:43]([F:46])([F:45])[F:44])=[O:42], predict the reaction product. The product is: [NH2:8][CH2:9][CH2:10][CH2:11][CH2:12][C@H:13]([NH:18][C:19]([C:21]1[C:22](=[O:40])[N:23]([CH:27]([C:28]2[CH:33]=[CH:32][CH:31]=[CH:30][CH:29]=2)[C:34]2[CH:39]=[CH:38][CH:37]=[CH:36][CH:35]=2)[CH:24]=[CH:25][CH:26]=1)=[O:20])[C:14]([O:16][CH3:17])=[O:15].[C:41]([OH:47])([C:43]([F:46])([F:45])[F:44])=[O:42]. (3) Given the reactants [CH2:1]([N:3]([CH2:14][C:15]1[NH:19][C:18]2[CH:20]=[CH:21][C:22]([C:24]([NH:26][CH2:27][CH2:28]C3N=CNC=3)=[O:25])=[CH:23][C:17]=2[N:16]=1)[CH:4]1[C:13]2[N:12]=[CH:11][CH:10]=[CH:9][C:8]=2[CH2:7][CH2:6][CH2:5]1)[CH3:2].FC1C(OC(C2C=C[C:47]3[NH:48][C:49]([CH2:51][N:52]([CH2:63][CH3:64])[CH:53]4C5N=CC=CC=5CC[CH2:54]4)=N[C:46]=3C=2)=O)=C(F)C(F)=C(F)C=1F.C(N(CC)CCN1CCNCC1)C, predict the reaction product. The product is: [CH2:53]([N:52]([CH2:63][CH3:64])[CH2:51][CH2:49][N:48]1[CH2:28][CH2:27][N:26]([C:24]([C:22]2[CH:21]=[CH:20][C:18]3[NH:19][C:15]([CH2:14][N:3]([CH2:1][CH3:2])[CH:4]4[C:13]5[N:12]=[CH:11][CH:10]=[CH:9][C:8]=5[CH2:7][CH2:6][CH2:5]4)=[N:16][C:17]=3[CH:23]=2)=[O:25])[CH2:46][CH2:47]1)[CH3:54].